This data is from Reaction yield outcomes from USPTO patents with 853,638 reactions. The task is: Predict the reaction yield, written as a fraction of the theoretical maximum amount of product (1.0 means a 100% yield; for example, 0.34 means a 34% yield). The reactants are C[O:2][C:3](=[O:30])[C:4]1[CH:9]=[CH:8][C:7]([C:10]2[N:15]=[C:14]3[N:16]([CH2:19][C:20]4[C:25]([F:26])=[CH:24][CH:23]=[C:22]([F:27])[C:21]=4[Cl:28])[N:17]=[N:18][C:13]3=[CH:12][CH:11]=2)=[CH:6][C:5]=1[F:29].[OH-].[Na+].Cl. The catalyst is CO.C1COCC1.O. The product is [Cl:28][C:21]1[C:22]([F:27])=[CH:23][CH:24]=[C:25]([F:26])[C:20]=1[CH2:19][N:16]1[C:14]2=[N:15][C:10]([C:7]3[CH:8]=[CH:9][C:4]([C:3]([OH:30])=[O:2])=[C:5]([F:29])[CH:6]=3)=[CH:11][CH:12]=[C:13]2[N:18]=[N:17]1. The yield is 0.410.